From a dataset of Full USPTO retrosynthesis dataset with 1.9M reactions from patents (1976-2016). Predict the reactants needed to synthesize the given product. (1) Given the product [CH3:1][C:2]1[C:3]([N+:12]([O-:14])=[O:13])=[C:4]2[C:8](=[C:9]([CH3:11])[CH:10]=1)[N:7]([S:17]([C:20]1[CH:26]=[CH:25][C:23]([CH3:24])=[CH:22][CH:21]=1)(=[O:19])=[O:18])[CH:6]=[CH:5]2, predict the reactants needed to synthesize it. The reactants are: [CH3:1][C:2]1[C:3]([N+:12]([O-:14])=[O:13])=[C:4]2[C:8](=[C:9]([CH3:11])[CH:10]=1)[NH:7][CH:6]=[CH:5]2.[H-].[Na+].[S:17](Cl)([C:20]1[CH:26]=[CH:25][C:23]([CH3:24])=[CH:22][CH:21]=1)(=[O:19])=[O:18]. (2) Given the product [Br:1][C:2]1[CH:7]=[CH:6][C:5]([C:8]2([C:9]#[N:10])[CH2:15][CH2:14][CH2:13][CH2:12]2)=[CH:4][CH:3]=1, predict the reactants needed to synthesize it. The reactants are: [Br:1][C:2]1[CH:7]=[CH:6][C:5]([CH2:8][C:9]#[N:10])=[CH:4][CH:3]=1.Br[CH2:12][CH2:13][CH2:14][CH2:15]Br.C[Si]([N-][Si](C)(C)C)(C)C.[K+].